Dataset: Peptide-MHC class I binding affinity with 185,985 pairs from IEDB/IMGT. Task: Regression. Given a peptide amino acid sequence and an MHC pseudo amino acid sequence, predict their binding affinity value. This is MHC class I binding data. (1) The peptide sequence is TTTASTTS. The MHC is Mamu-A02 with pseudo-sequence Mamu-A02. The binding affinity (normalized) is 0.0565. (2) The peptide sequence is TLLDQNNAL. The MHC is HLA-A02:01 with pseudo-sequence HLA-A02:01. The binding affinity (normalized) is 0.661.